From a dataset of Reaction yield outcomes from USPTO patents with 853,638 reactions. Predict the reaction yield, written as a fraction of the theoretical maximum amount of product (1.0 means a 100% yield; for example, 0.34 means a 34% yield). (1) The reactants are [C:1]([C:3]1[N:4]=[C:5]([C:16]([OH:18])=O)[N:6]([CH2:8][O:9][CH2:10][CH2:11][Si:12]([CH3:15])([CH3:14])[CH3:13])[CH:7]=1)#[N:2].[K+].C(C1N=C(C([O-])=O)N(COCC[Si](C)(C)C)C=1)#N.CCN(C(C)C)C(C)C.[C:47]1([C:53]2[CH:58]=[C:57]([CH:59]3[CH2:64][CH2:63][N:62]([O:65][CH3:66])[CH2:61][CH2:60]3)[CH:56]=[CH:55][C:54]=2[NH2:67])[CH2:52][CH2:51][CH2:50][CH2:49][CH:48]=1.C1CN([P+](Br)(N2CCCC2)N2CCCC2)CC1.F[P-](F)(F)(F)(F)F. The catalyst is C(Cl)Cl. The product is [C:47]1([C:53]2[CH:58]=[C:57]([CH:59]3[CH2:64][CH2:63][N:62]([O:65][CH3:66])[CH2:61][CH2:60]3)[CH:56]=[CH:55][C:54]=2[NH:67][C:16]([C:5]2[N:6]([CH2:8][O:9][CH2:10][CH2:11][Si:12]([CH3:13])([CH3:14])[CH3:15])[CH:7]=[C:3]([C:1]#[N:2])[N:4]=2)=[O:18])[CH2:52][CH2:51][CH2:50][CH2:49][CH:48]=1. The yield is 0.480. (2) The reactants are Br[C:2]1[CH:10]=[CH:9][C:5]([C:6]([OH:8])=[O:7])=[C:4]([CH3:11])[CH:3]=1.[Li]CCCC.CN([CH:20]=[O:21])C. The catalyst is C1COCC1. The product is [CH:20]([C:2]1[CH:10]=[CH:9][C:5]([C:6]([OH:8])=[O:7])=[C:4]([CH3:11])[CH:3]=1)=[O:21]. The yield is 0.400. (3) The reactants are [C:1]([O:5][C:6](=[O:15])[C:7]1[CH:12]=[CH:11][C:10]([F:13])=[CH:9][C:8]=1F)([CH3:4])([CH3:3])[CH3:2].C([O-])(O)=O.[Na+].[CH3:21][O:22][CH2:23][C@@H:24]([NH2:26])[CH3:25]. No catalyst specified. The product is [C:1]([O:5][C:6](=[O:15])[C:7]1[CH:12]=[CH:11][C:10]([F:13])=[CH:9][C:8]=1[NH:26][C@@H:24]([CH3:25])[CH2:23][O:22][CH3:21])([CH3:4])([CH3:3])[CH3:2]. The yield is 0.840. (4) The product is [CH3:13][O:12][C:10]1[CH:9]=[CH:8][CH:7]=[C:6]2[C:11]=1[CH:2]=[CH:3][C:4]([C:15]([F:18])([F:16])[F:17])=[N:5]2. The catalyst is [OH-].[K+].[Pd]. The yield is 0.380. The reactants are Cl[C:2]1[C:11]2[C:6](=[C:7](Cl)[CH:8]=[CH:9][C:10]=2[O:12][CH3:13])[N:5]=[C:4]([C:15]([F:18])([F:17])[F:16])[CH:3]=1.